From a dataset of Forward reaction prediction with 1.9M reactions from USPTO patents (1976-2016). Predict the product of the given reaction. (1) The product is: [C:1]1([C:7]2[CH:12]=[CH:11][N:10]=[C:9]([N:13]3[CH2:14][CH:15]4[CH:19]([CH2:18][N:17]([C:28]([C:27]5[CH:31]=[CH:32][CH:33]=[CH:34][C:26]=5[C:22]5[S:21][CH:25]=[CH:24][CH:23]=5)=[O:29])[CH2:16]4)[CH2:20]3)[N:8]=2)[CH:2]=[CH:3][CH:4]=[CH:5][CH:6]=1. Given the reactants [C:1]1([C:7]2[CH:12]=[CH:11][N:10]=[C:9]([N:13]3[CH2:20][CH:19]4[CH:15]([CH2:16][NH:17][CH2:18]4)[CH2:14]3)[N:8]=2)[CH:6]=[CH:5][CH:4]=[CH:3][CH:2]=1.[S:21]1[CH:25]=[CH:24][CH:23]=[C:22]1[C:26]1[CH:34]=[CH:33][CH:32]=[CH:31][C:27]=1[C:28](O)=[O:29], predict the reaction product. (2) Given the reactants [Cl:1][C:2]1[N:3]=[C:4](Cl)[C:5]2[CH2:10][CH2:9][CH:8]([C:11]3[CH:16]=[CH:15][C:14]([F:17])=[CH:13][CH:12]=3)[C:6]=2[N:7]=1.[CH3:19][C@H:20]1[O:25][C@@H:24]([CH3:26])[CH2:23][NH:22][CH2:21]1, predict the reaction product. The product is: [Cl:1][C:2]1[N:3]=[C:4]([N:22]2[CH2:21][C@@H:20]([CH3:19])[O:25][C@@H:24]([CH3:26])[CH2:23]2)[C:5]2[CH2:10][CH2:9][CH:8]([C:11]3[CH:16]=[CH:15][C:14]([F:17])=[CH:13][CH:12]=3)[C:6]=2[N:7]=1. (3) The product is: [CH3:1][C:2]1[CH:3]=[CH:4][C:5]2[NH:26][C:27](=[O:32])[C@H:28]([CH3:31])[CH:29]=[CH:30][CH2:15][C@H:14]([NH:18][C:19](=[O:25])[O:20][C:21]([CH3:23])([CH3:24])[CH3:22])[C:10]3[CH:9]=[C:8]([CH:13]=[CH:12][CH:11]=3)[C:6]=2[N:7]=1. Given the reactants [CH3:1][C:2]1[N:7]=[C:6]([C:8]2[CH:9]=[C:10]([C@@H:14]([NH:18][C:19](=[O:25])[O:20][C:21]([CH3:24])([CH3:23])[CH3:22])[CH2:15]C=C)[CH:11]=[CH:12][CH:13]=2)[C:5]([NH:26][C:27](=[O:32])[C@H:28]([CH3:31])[CH:29]=[CH2:30])=[CH:4][CH:3]=1, predict the reaction product. (4) Given the reactants [F:1][C:2]1[CH:3]=[C:4]([C:12](OC)=[O:13])[C:5]2[O:10][CH2:9][CH2:8][O:7][C:6]=2[CH:11]=1.[H-].[Al+3].[Li+].[H-].[H-].[H-].O.[OH-].[Na+], predict the reaction product. The product is: [F:1][C:2]1[CH:3]=[C:4]([CH2:12][OH:13])[C:5]2[O:10][CH2:9][CH2:8][O:7][C:6]=2[CH:11]=1.